From a dataset of Forward reaction prediction with 1.9M reactions from USPTO patents (1976-2016). Predict the product of the given reaction. Given the reactants [C:1]([C:3]1[C:4]([CH2:21][CH2:22][CH3:23])=[CH:5][C:6](OS(C(F)(F)F)(=O)=O)=[N:7][C:8]=1[S:9][CH2:10][C:11]#[N:12])#[N:2].[OH:24][CH:25]1[CH2:30][CH2:29][NH:28][CH2:27][CH2:26]1.C(N(CC)CC)C.O, predict the reaction product. The product is: [NH2:2][C:1]1[C:3]2[C:8](=[N:7][C:6]([N:28]3[CH2:29][CH2:30][CH:25]([OH:24])[CH2:26][CH2:27]3)=[CH:5][C:4]=2[CH2:21][CH2:22][CH3:23])[S:9][C:10]=1[C:11]#[N:12].